Dataset: Catalyst prediction with 721,799 reactions and 888 catalyst types from USPTO. Task: Predict which catalyst facilitates the given reaction. Reactant: [C:1]([NH:8][CH2:9][C:10](=[O:16])[CH2:11][CH2:12][C:13]([OH:15])=[O:14])([O:3][C:4]([CH3:7])([CH3:6])[CH3:5])=[O:2].O[CH2:18][CH2:19][CH2:20][CH2:21][CH2:22][CH2:23][CH2:24][CH2:25][CH2:26][C:27]([O:29][CH2:30][C:31]([Cl:34])([Cl:33])[Cl:32])=[O:28].C1(N=C=NC2CCCCC2)CCCCC1.N1C=CC=CC=1. Product: [C:1]([NH:8][CH2:9][C:10](=[O:16])[CH2:11][CH2:12][C:13]([O:15][CH2:18][CH2:19][CH2:20][CH2:21][CH2:22][CH2:23][CH2:24][CH2:25][CH2:26][C:27]([O:29][CH2:30][C:31]([Cl:32])([Cl:33])[Cl:34])=[O:28])=[O:14])([O:3][C:4]([CH3:7])([CH3:6])[CH3:5])=[O:2]. The catalyst class is: 4.